This data is from Reaction yield outcomes from USPTO patents with 853,638 reactions. The task is: Predict the reaction yield, written as a fraction of the theoretical maximum amount of product (1.0 means a 100% yield; for example, 0.34 means a 34% yield). The reactants are [C:1]1([CH2:7][C:8]([C:21]2[CH:26]=[CH:25][CH:24]=[C:23]([O:27][C:28]([F:31])([F:30])[F:29])[CH:22]=2)([C:10]2[CH:15]=[CH:14][CH:13]=[C:12]([O:16][C:17]([F:20])([F:19])[F:18])[CH:11]=2)[NH2:9])[CH:6]=[CH:5][CH:4]=[CH:3][CH:2]=1.C([O-])([O-])=O.[K+].[K+].[C:38](Cl)(=[O:44])[O:39][CH2:40][CH2:41][O:42][CH3:43]. The catalyst is C1COCC1. The product is [C:1]1([CH2:7][C:8]([NH:9][C:38](=[O:44])[O:39][CH2:40][CH2:41][O:42][CH3:43])([C:10]2[CH:15]=[CH:14][CH:13]=[C:12]([O:16][C:17]([F:20])([F:19])[F:18])[CH:11]=2)[C:21]2[CH:26]=[CH:25][CH:24]=[C:23]([O:27][C:28]([F:29])([F:30])[F:31])[CH:22]=2)[CH:6]=[CH:5][CH:4]=[CH:3][CH:2]=1. The yield is 0.510.